From a dataset of Forward reaction prediction with 1.9M reactions from USPTO patents (1976-2016). Predict the product of the given reaction. (1) Given the reactants C(OC(=O)[NH:7][CH:8]([CH3:20])[CH2:9][C:10]1[CH:15]=[C:14]([OH:16])[C:13]([CH3:17])=[CH:12][C:11]=1[O:18][CH3:19])(C)(C)C.[CH3:22][S:23]([Cl:26])(=[O:25])=[O:24], predict the reaction product. The product is: [ClH:26].[NH2:7][CH:8]([CH3:20])[CH2:9][C:10]1[C:11]([O:18][CH3:19])=[CH:12][C:13]([CH3:17])=[C:14]([O:16][S:23]([CH3:22])(=[O:25])=[O:24])[CH:15]=1. (2) Given the reactants [F:1][C:2]1[CH:21]=[CH:20][C:5]([CH2:6][NH:7][C:8]2[CH:13]=[CH:12][C:11]([NH2:14])=[C:10]([N:15]3[CH2:19][CH2:18][CH2:17][CH2:16]3)[N:9]=2)=[CH:4][CH:3]=1.[F:22][C:23]1[CH:24]=[C:25]([CH2:33][C:34](O)=[O:35])[CH:26]=[CH:27][C:28]=1[C:29]([F:32])([F:31])[F:30].C1C=NC2N(O)N=NC=2C=1.CCN=C=NCCCN(C)C.Cl, predict the reaction product. The product is: [F:1][C:2]1[CH:21]=[CH:20][C:5]([CH2:6][NH:7][C:8]2[N:9]=[C:10]([N:15]3[CH2:16][CH2:17][CH2:18][CH2:19]3)[C:11]([NH:14][C:34](=[O:35])[CH2:33][C:25]3[CH:26]=[CH:27][C:28]([C:29]([F:30])([F:31])[F:32])=[C:23]([F:22])[CH:24]=3)=[CH:12][CH:13]=2)=[CH:4][CH:3]=1. (3) Given the reactants [CH2:1]1[C:6]2=[CH:7][C:8]3[CH2:9][CH2:10][CH2:11][CH2:12][C:13]=3[N:5]2[CH2:4][CH2:3][N:2]1[C:14]1[N:21]=[CH:20][CH:19]=[C:18]([C:22]2[CH:27]=[C:26]([NH:28][C:29]3[CH:34]=[CH:33][C:32]([N:35]4[CH2:40][CH2:39][N:38]([CH:41]5[CH2:44][O:43][CH2:42]5)[CH2:37][C@@H:36]4[CH3:45])=[CH:31][N:30]=3)[C:25](=[O:46])[N:24]([CH3:47])[CH:23]=2)[C:15]=1[CH:16]=[O:17].[BH4-].[Na+].CO, predict the reaction product. The product is: [CH2:1]1[C:6]2=[CH:7][C:8]3[CH2:9][CH2:10][CH2:11][CH2:12][C:13]=3[N:5]2[CH2:4][CH2:3][N:2]1[C:14]1[C:15]([CH2:16][OH:17])=[C:18]([C:22]2[CH:27]=[C:26]([NH:28][C:29]3[CH:34]=[CH:33][C:32]([N:35]4[CH2:40][CH2:39][N:38]([CH:41]5[CH2:42][O:43][CH2:44]5)[CH2:37][C@@H:36]4[CH3:45])=[CH:31][N:30]=3)[C:25](=[O:46])[N:24]([CH3:47])[CH:23]=2)[CH:19]=[CH:20][N:21]=1. (4) Given the reactants [S:1]1[C:3]([CH2:6][CH2:7][CH2:8][CH2:9][CH2:10][CH3:11])([CH:4]=[CH2:5])[CH2:2]1, predict the reaction product. The product is: [CH2:6]([C:3]1[CH2:2][S:1][CH2:5][CH:4]=1)[CH2:7][CH2:8][CH2:9][CH2:10][CH3:11]. (5) Given the reactants Br[C:2]1[C:3](=[O:24])[N:4]([CH2:19][CH:20]2[CH2:23][CH2:22][CH2:21]2)[C:5]2[CH2:6][CH2:7][N:8]([C:12]([O:14][C:15]([CH3:18])([CH3:17])[CH3:16])=[O:13])[CH2:9][C:10]=2[CH:11]=1.[Li]CCCC.[B:30](OCCCC)([O:36]CCCC)[O:31]CCCC.Cl.O, predict the reaction product. The product is: [C:15]([O:14][C:12]([N:8]1[CH2:7][CH2:6][C:5]2[N:4]([CH2:19][CH:20]3[CH2:23][CH2:22][CH2:21]3)[C:3](=[O:24])[C:2]([B:30]([OH:36])[OH:31])=[CH:11][C:10]=2[CH2:9]1)=[O:13])([CH3:18])([CH3:17])[CH3:16].